From a dataset of Full USPTO retrosynthesis dataset with 1.9M reactions from patents (1976-2016). Predict the reactants needed to synthesize the given product. (1) Given the product [NH2:20][C:11]1[CH:12]=[C:13]([C:14]([F:17])([F:16])[F:15])[C:8]([C:5]2[CH:6]=[N:7][C:2]([C:26]#[N:24])=[CH:3][CH:4]=2)=[N:9][CH:10]=1, predict the reactants needed to synthesize it. The reactants are: Cl[C:2]1[N:7]=[CH:6][C:5]([C:8]2[C:13]([C:14]([F:17])([F:16])[F:15])=[CH:12][CH:11]=[CH:10][N:9]=2)=[CH:4][C:3]=1N.[Cl-].[NH4+:20].[OH-].[NH4+].C[N:24]([CH:26]=O)C. (2) Given the product [CH3:31][O:30][C:26]1[C:20]2[CH2:21][CH2:22][C:23]3[CH:24]=[N:25][C:16]([NH:1][C:2]4[CH:3]=[N:4][CH:5]=[CH:6][CH:7]=4)=[N:17][C:18]=3[C:19]=2[CH:29]=[CH:28][CH:27]=1, predict the reactants needed to synthesize it. The reactants are: [NH2:1][C:2]1[CH:3]=[N:4][CH:5]=[CH:6][CH:7]=1.C([Li])CCC.CS([C:16]1[N:25]=[CH:24][C:23]2[CH2:22][CH2:21][C:20]3[C:26]([O:30][CH3:31])=[CH:27][CH:28]=[CH:29][C:19]=3[C:18]=2[N:17]=1)=O.C(OCC)(=O)C.